Dataset: Catalyst prediction with 721,799 reactions and 888 catalyst types from USPTO. Task: Predict which catalyst facilitates the given reaction. (1) Reactant: [N+:1]([C:4]1[O:8][C:7]([C:9](Cl)=[O:10])=[CH:6][CH:5]=1)([O-:3])=[O:2].[CH2:12]([N:19]1[CH2:24][CH2:23][N:22]([C:25]2[CH:30]=[CH:29][C:28]([NH2:31])=[CH:27][CH:26]=2)[CH2:21][CH2:20]1)[C:13]1[CH:18]=[CH:17][CH:16]=[CH:15][CH:14]=1.CCN(CC)CC. Product: [CH2:12]([N:19]1[CH2:20][CH2:21][N:22]([C:25]2[CH:26]=[CH:27][C:28]([NH:31][C:9]([C:7]3[O:8][C:4]([N+:1]([O-:3])=[O:2])=[CH:5][CH:6]=3)=[O:10])=[CH:29][CH:30]=2)[CH2:23][CH2:24]1)[C:13]1[CH:14]=[CH:15][CH:16]=[CH:17][CH:18]=1. The catalyst class is: 2. (2) Reactant: [F:1][C:2]1[CH:7]=[CH:6][C:5]([CH:8]([C:14]2[C:19](=[O:20])[C:18]([CH3:21])=[C:17]([CH3:22])[C:16](=[O:23])[C:15]=2[CH3:24])[CH2:9][CH2:10][C:11]([OH:13])=[O:12])=[CH:4][CH:3]=1.[N+:25]([O:28][CH2:29][CH2:30][CH2:31][CH2:32][CH2:33][CH2:34]O)([O-:27])=[O:26].C(N=C=NCCCN(C)C)C. Product: [F:1][C:2]1[CH:3]=[CH:4][C:5]([CH:8]([C:14]2[C:19](=[O:20])[C:18]([CH3:21])=[C:17]([CH3:22])[C:16](=[O:23])[C:15]=2[CH3:24])[CH2:9][CH2:10][C:11]([O:13][CH2:34][CH2:33][CH2:32][CH2:31][CH2:30][CH2:29][O:28][N+:25]([O-:27])=[O:26])=[O:12])=[CH:6][CH:7]=1. The catalyst class is: 64. (3) Reactant: [CH3:1][O:2][C:3](=[O:23])[CH2:4][C:5]1[CH:10]=[C:9]([C:11]([F:14])([F:13])[F:12])[CH:8]=[C:7]([O:15]CC2C=CC=CC=2)[CH:6]=1. Product: [CH3:1][O:2][C:3](=[O:23])[CH2:4][C:5]1[CH:10]=[C:9]([C:11]([F:12])([F:14])[F:13])[CH:8]=[C:7]([OH:15])[CH:6]=1. The catalyst class is: 50. (4) Reactant: [CH:1]([C@H:14]1[N:19]2[CH2:20][CH2:21][N:22]([C:24](=[O:34])[CH2:25][O:26][CH2:27][C:28]3[CH:33]=[CH:32][CH:31]=[CH:30][CH:29]=3)[CH2:23][C@H:18]2[CH2:17][N:16](C(OC(C)(C)C)=O)[CH2:15]1)([C:8]1[CH:13]=[CH:12][CH:11]=[CH:10][CH:9]=1)[C:2]1[CH:7]=[CH:6][CH:5]=[CH:4][CH:3]=1.FC(F)(F)C(O)=O. Product: [CH:1]([C@H:14]1[N:19]2[CH2:20][CH2:21][N:22]([C:24](=[O:34])[CH2:25][O:26][CH2:27][C:28]3[CH:33]=[CH:32][CH:31]=[CH:30][CH:29]=3)[CH2:23][C@H:18]2[CH2:17][NH:16][CH2:15]1)([C:2]1[CH:3]=[CH:4][CH:5]=[CH:6][CH:7]=1)[C:8]1[CH:13]=[CH:12][CH:11]=[CH:10][CH:9]=1. The catalyst class is: 4. (5) Reactant: Cl[CH:2]([C:10]1[CH:15]=[CH:14][C:13]([Cl:16])=[CH:12][CH:11]=1)[CH:3]1[CH2:8][CH2:7][N:6]([CH3:9])[CH2:5][CH2:4]1.[NH:17]1[CH2:22][CH2:21][NH:20][CH2:19][CH2:18]1.C([O-])([O-])=O.[K+].[K+]. Product: [Cl:16][C:13]1[CH:14]=[CH:15][C:10]([CH:2]([CH:3]2[CH2:8][CH2:7][N:6]([CH3:9])[CH2:5][CH2:4]2)[N:17]2[CH2:22][CH2:21][NH:20][CH2:19][CH2:18]2)=[CH:11][CH:12]=1. The catalyst class is: 131. (6) Reactant: [Cl:1][C:2]1[CH:7]=[CH:6][CH:5]=[C:4]([C:8]([O:10]O)=[O:9])[CH:3]=1. Product: [Cl:1][C:2]1[CH:3]=[C:4]([CH:5]=[CH:6][CH:7]=1)[C:8]([OH:10])=[O:9]. The catalyst class is: 4. (7) Reactant: F[C:2]1[CH:3]=[C:4]2[C:8](=[CH:9][CH:10]=1)[C:7](=[O:11])[CH2:6][CH2:5]2.[NH:12]1[CH2:18][CH2:17][CH2:16][CH2:15][CH2:14][CH2:13]1. Product: [N:12]1([C:2]2[CH:3]=[C:4]3[C:8](=[CH:9][CH:10]=2)[C:7](=[O:11])[CH2:6][CH2:5]3)[CH2:18][CH2:17][CH2:16][CH2:15][CH2:14][CH2:13]1. The catalyst class is: 17. (8) Reactant: [Br:1][C:2]1[C:3]([N:18]2[CH2:23][CH2:22][C:21]([CH2:25][CH3:26])([CH3:24])[CH2:20][CH2:19]2)=[C:4]([C@H:10]([OH:17])[C:11]([O:13][CH:14]([CH3:16])[CH3:15])=[O:12])[C:5]([CH3:9])=[N:6][C:7]=1[CH3:8]. Product: [Br:1][C:2]1[C:3]([N:18]2[CH2:23][CH2:22][C:21]([CH2:25][CH3:26])([CH3:24])[CH2:20][CH2:19]2)=[C:4]([C@H:10]([O:17][C:4]([CH3:10])([CH3:5])[CH3:3])[C:11]([O:13][CH:14]([CH3:16])[CH3:15])=[O:12])[C:5]([CH3:9])=[N:6][C:7]=1[CH3:8]. The catalyst class is: 2. (9) Reactant: [CH:1]1([C:4]([NH:6][C:7]2[CH:12]=[C:11]([O:13][C:14]3[CH:23]=[C:22]4[C:17]([CH2:18][CH2:19][N:20](C(OC(C)(C)C)=O)[CH2:21]4)=[CH:16][CH:15]=3)[CH:10]=[CH:9][N:8]=2)=[O:5])[CH2:3][CH2:2]1. Product: [CH2:21]1[C:22]2[C:17](=[CH:16][CH:15]=[C:14]([O:13][C:11]3[CH:10]=[CH:9][N:8]=[C:7]([NH:6][C:4]([CH:1]4[CH2:2][CH2:3]4)=[O:5])[CH:12]=3)[CH:23]=2)[CH2:18][CH2:19][NH:20]1. The catalyst class is: 89. (10) Reactant: C([O:3][C:4](=[O:33])[CH2:5][CH:6]1[CH2:11][CH2:10][CH2:9][CH2:8][N:7]1[C:12]([C:14]1[CH:18]=[C:17]([C:19]2[CH:24]=[CH:23][CH:22]=[CH:21][CH:20]=2)[N:16]([C:25]2[CH:26]=[N:27][C:28]([O:31][CH3:32])=[CH:29][CH:30]=2)[N:15]=1)=[O:13])C. Product: [CH3:32][O:31][C:28]1[N:27]=[CH:26][C:25]([N:16]2[C:17]([C:19]3[CH:24]=[CH:23][CH:22]=[CH:21][CH:20]=3)=[CH:18][C:14]([C:12]([N:7]3[CH2:8][CH2:9][CH2:10][CH2:11][CH:6]3[CH2:5][C:4]([OH:33])=[O:3])=[O:13])=[N:15]2)=[CH:30][CH:29]=1. The catalyst class is: 273.